Task: Predict the reactants needed to synthesize the given product.. Dataset: Full USPTO retrosynthesis dataset with 1.9M reactions from patents (1976-2016) (1) Given the product [NH:8]1[CH2:12][CH2:11][CH:10]([N:13]2[CH2:21][C:20]3=[N:19][CH:18]=[CH:16][N:15]3[C:14]2=[O:22])[CH2:9]1, predict the reactants needed to synthesize it. The reactants are: C([N:8]1[CH2:12][CH2:11][CH:10]([N:13]2C[C:16]3=[CH:18][N:19]=[C:20]([CH3:21])[N:15]3[C:14]2=[O:22])[CH2:9]1)C1C=CC=CC=1.C([O-])=O.[NH4+]. (2) Given the product [N+:1]([C:4]1[CH:5]=[N:6][N:7]([C:16]([O:18][C:19]([CH3:22])([CH3:21])[CH3:20])=[O:17])[CH:8]=1)([O-:3])=[O:2], predict the reactants needed to synthesize it. The reactants are: [N+:1]([C:4]1[CH:5]=[N:6][NH:7][CH:8]=1)([O-:3])=[O:2].C(N(CC)CC)C.[C:16](O[C:16]([O:18][C:19]([CH3:22])([CH3:21])[CH3:20])=[O:17])([O:18][C:19]([CH3:22])([CH3:21])[CH3:20])=[O:17]. (3) Given the product [CH3:1][O:2][C:3]([C:5]1[S:6][C:7]([C:27]2[CH:32]=[CH:31][CH:30]=[CH:29][CH:28]=2)=[CH:8][C:9]=1[N:10]([CH:11]1[CH2:16][CH2:15][C:14](=[N:34][OH:35])[CH2:13][CH2:12]1)[C:18]([CH:20]1[CH2:25][CH2:24][CH:23]([CH3:26])[CH2:22][CH2:21]1)=[O:19])=[O:4], predict the reactants needed to synthesize it. The reactants are: [CH3:1][O:2][C:3]([C:5]1[S:6][C:7]([C:27]2[CH:32]=[CH:31][CH:30]=[CH:29][CH:28]=2)=[CH:8][C:9]=1[N:10]([C:18]([CH:20]1[CH2:25][CH2:24][CH:23]([CH3:26])[CH2:22][CH2:21]1)=[O:19])[CH:11]1[CH2:16][CH2:15][C:14](=O)[CH2:13][CH2:12]1)=[O:4].Cl.[NH2:34][OH:35].[OH-].[Na+]. (4) Given the product [CH3:30][S:31]([OH:34])(=[O:33])=[O:32].[F:1][C:2]1[CH:7]=[CH:6][CH:5]=[CH:4][C:3]=1[CH2:8][CH2:9][NH:10][CH2:11][C:12]1[CH:27]=[CH:26][C:15]([O:16][C:17]2[CH:25]=[CH:24][C:20]([C:21]([NH2:23])=[O:22])=[CH:19][N:18]=2)=[C:14]([O:28][CH3:29])[CH:13]=1, predict the reactants needed to synthesize it. The reactants are: [F:1][C:2]1[CH:7]=[CH:6][CH:5]=[CH:4][C:3]=1[CH2:8][CH2:9][NH:10][CH2:11][C:12]1[CH:27]=[CH:26][C:15]([O:16][C:17]2[CH:25]=[CH:24][C:20]([C:21]([NH2:23])=[O:22])=[CH:19][N:18]=2)=[C:14]([O:28][CH3:29])[CH:13]=1.[CH3:30][S:31]([OH:34])(=[O:33])=[O:32]. (5) Given the product [CH3:1][O:2][C:3](=[O:22])[C@@H:4]([NH:13][C:14]([O:16][CH:17]1[CH2:21][CH2:20][CH2:19][CH2:18]1)=[O:15])[CH2:5][CH2:6][CH2:7][CH2:8][CH2:9][CH2:10][CH2:11][Br:42], predict the reactants needed to synthesize it. The reactants are: [CH3:1][O:2][C:3](=[O:22])[C@@H:4]([NH:13][C:14]([O:16][CH:17]1[CH2:21][CH2:20][CH2:19][CH2:18]1)=[O:15])[CH2:5][CH2:6][CH2:7][CH2:8][CH2:9][CH2:10][CH2:11]O.C1(P(C2C=CC=CC=2)C2C=CC=CC=2)C=CC=CC=1.[Br:42]N1C(=O)CCC1=O.